This data is from Full USPTO retrosynthesis dataset with 1.9M reactions from patents (1976-2016). The task is: Predict the reactants needed to synthesize the given product. (1) Given the product [ClH:16].[Cl:16][C:17]1[N:18]=[CH:19][N:20]=[C:21]([N:23]2[C:4](=[O:15])[C:5]([N:10]3[CH:14]=[CH:13][N:12]=[CH:11]3)=[CH:6][NH:7]2)[CH:22]=1, predict the reactants needed to synthesize it. The reactants are: C(O[C:4](=[O:15])[C:5]([N:10]1[CH:14]=[CH:13][N:12]=[CH:11]1)=[CH:6][N:7](C)C)C.[Cl:16][C:17]1[CH:22]=[C:21]([NH:23]N)[N:20]=[CH:19][N:18]=1.C(O)(C(F)(F)F)=O. (2) Given the product [NH2:2][C:1](=[N:20][OH:21])[C:3]1[CH:4]=[C:5]([CH:17]=[CH:18][CH:19]=1)[CH2:6][N:7]([CH2:9][C:10]([O:12][C:13]([CH3:14])([CH3:15])[CH3:16])=[O:11])[CH3:8], predict the reactants needed to synthesize it. The reactants are: [C:1]([C:3]1[CH:4]=[C:5]([CH:17]=[CH:18][CH:19]=1)[CH2:6][N:7]([CH2:9][C:10]([O:12][C:13]([CH3:16])([CH3:15])[CH3:14])=[O:11])[CH3:8])#[N:2].[NH2:20][OH:21]. (3) Given the product [ClH:27].[OH:1]/[N:2]=[C:3]1/[C@H:7]([CH2:8][NH:9][C:10](=[O:11])[O:12][CH2:13][C:14]2[CH:19]=[CH:18][CH:17]=[CH:16][CH:15]=2)[CH2:6][NH:5][CH2:4]/1, predict the reactants needed to synthesize it. The reactants are: [OH:1]/[N:2]=[C:3]1\[CH2:4][N:5](C(OC(C)(C)C)=O)[CH2:6][C@H:7]\1[CH2:8][NH:9][C:10]([O:12][CH2:13][C:14]1[CH:19]=[CH:18][CH:17]=[CH:16][CH:15]=1)=[O:11].[ClH:27].O1CCOCC1.